This data is from Forward reaction prediction with 1.9M reactions from USPTO patents (1976-2016). The task is: Predict the product of the given reaction. (1) Given the reactants [CH3:1][C:2]([CH3:8])([C:6]#[CH:7])[CH2:3][CH2:4][OH:5].[CH3:9][O:10][C:11]([C:13]1[S:14][C:15](I)=[CH:16][C:17]=1[N:18]([CH:28]1[CH2:33][CH2:32][CH:31]([O:34][Si:35]([C:38]([CH3:41])([CH3:40])[CH3:39])([CH3:37])[CH3:36])[CH2:30][CH2:29]1)[C:19]([CH:21]1[CH2:26][CH2:25][CH:24]([CH3:27])[CH2:23][CH2:22]1)=[O:20])=[O:12].C(N(CC)CC)C, predict the reaction product. The product is: [CH3:9][O:10][C:11]([C:13]1[S:14][C:15]([C:7]#[C:6][C:2]([CH3:8])([CH3:1])[CH2:3][CH2:4][OH:5])=[CH:16][C:17]=1[N:18]([CH:28]1[CH2:29][CH2:30][CH:31]([O:34][Si:35]([C:38]([CH3:39])([CH3:41])[CH3:40])([CH3:36])[CH3:37])[CH2:32][CH2:33]1)[C:19]([CH:21]1[CH2:22][CH2:23][CH:24]([CH3:27])[CH2:25][CH2:26]1)=[O:20])=[O:12]. (2) Given the reactants Br[C:2]1[CH:7]=[CH:6][C:5]([N:8]2[CH2:13][CH2:12][N:11]([S:14]([CH2:17][CH:18]([CH:22]([CH3:24])[CH3:23])[C:19]([OH:21])=[O:20])(=[O:16])=[O:15])[CH2:10][CH2:9]2)=[CH:4][CH:3]=1.[O:25]1[CH:29]=[CH:28][CH:27]=[C:26]1B(O)O, predict the reaction product. The product is: [O:25]1[CH:29]=[CH:28][CH:27]=[C:26]1[C:2]1[CH:7]=[CH:6][C:5]([N:8]2[CH2:13][CH2:12][N:11]([S:14]([CH2:17][CH:18]([CH:22]([CH3:24])[CH3:23])[C:19]([OH:21])=[O:20])(=[O:16])=[O:15])[CH2:10][CH2:9]2)=[CH:4][CH:3]=1. (3) Given the reactants [Br:1][C:2]1[CH:7]=[CH:6][C:5]([N:8]2[CH2:13][CH2:12][N:11]([S:14]([CH2:17][CH:18]([NH:28][OH:29])[CH2:19][CH2:20][CH2:21][C:22]3[N:27]=[CH:26][CH:25]=[CH:24][N:23]=3)(=[O:16])=[O:15])[CH2:10][CH2:9]2)=[CH:4][CH:3]=1.[C:30](OC(=O)C)(=[O:32])C, predict the reaction product. The product is: [Br:1][C:2]1[CH:3]=[CH:4][C:5]([N:8]2[CH2:9][CH2:10][N:11]([S:14]([CH2:17][CH:18]([N:28]([OH:29])[CH:30]=[O:32])[CH2:19][CH2:20][CH2:21][C:22]3[N:27]=[CH:26][CH:25]=[CH:24][N:23]=3)(=[O:15])=[O:16])[CH2:12][CH2:13]2)=[CH:6][CH:7]=1. (4) Given the reactants Br[CH2:2][CH2:3][O:4][C:5]1[CH:10]=[CH:9][C:8]([N+:11]([O-:13])=[O:12])=[CH:7][C:6]=1[O:14][CH3:15].[CH3:16][O:17][CH:18]1[CH2:23][CH2:22][NH:21][CH2:20][CH2:19]1, predict the reaction product. The product is: [CH3:16][O:17][CH:18]1[CH2:23][CH2:22][N:21]([CH2:2][CH2:3][O:4][C:5]2[CH:10]=[CH:9][C:8]([N+:11]([O-:13])=[O:12])=[CH:7][C:6]=2[O:14][CH3:15])[CH2:20][CH2:19]1. (5) Given the reactants [BH4-].C([Na])#N.C(O)(=O)C.[N:9]1[CH:14]=[CH:13][CH:12]=[C:11]([C:15]2[C:16]3[CH:23]=[CH:22][C:21]([C:24]4[CH:25]=[C:26]([NH2:30])[CH:27]=[CH:28][CH:29]=4)=[CH:20][C:17]=3[S:18][CH:19]=2)[CH:10]=1.[CH3:31][C:32]([CH3:34])=O.Cl, predict the reaction product. The product is: [CH:32]([NH:30][C:26]1[CH:27]=[CH:28][CH:29]=[C:24]([C:21]2[CH:22]=[CH:23][C:16]3[C:15]([C:11]4[CH:10]=[N:9][CH:14]=[CH:13][CH:12]=4)=[CH:19][S:18][C:17]=3[CH:20]=2)[CH:25]=1)([CH3:34])[CH3:31]. (6) Given the reactants Cl.[Cl:2][C:3]1[C:4]([O:32]COC)=[CH:5][C:6]([O:28]COC)=[C:7]([CH:27]=1)[C:8]([N:10]1[CH2:18][C:17]2[C:12](=[CH:13][CH:14]=[CH:15][CH:16]=2)[CH:11]1[C:19]([NH:21][CH2:22][C:23]([F:26])([F:25])[F:24])=[O:20])=[O:9].C([O-])(O)=O.[Na+], predict the reaction product. The product is: [Cl:2][C:3]1[C:4]([OH:32])=[CH:5][C:6]([OH:28])=[C:7]([CH:27]=1)[C:8]([N:10]1[CH2:18][C:17]2[C:12](=[CH:13][CH:14]=[CH:15][CH:16]=2)[CH:11]1[C:19]([NH:21][CH2:22][C:23]([F:25])([F:26])[F:24])=[O:20])=[O:9]. (7) The product is: [ClH:1].[CH3:21][N:3]([CH3:2])[C@H:4]1[C:12]2[C:7](=[CH:8][CH:9]=[C:10]([C:13]3[C:14]([CH3:20])=[N:15][N:16]([CH3:19])[C:17]=3[CH3:18])[CH:11]=2)[CH2:6][CH2:5]1. Given the reactants [ClH:1].[CH3:2][N:3]([CH3:21])[C@H:4]1[C:12]2[C:7](=[CH:8][CH:9]=[C:10]([C:13]3[C:14]([CH3:20])=[N:15][N:16]([CH3:19])[C:17]=3[CH3:18])[CH:11]=2)[CH2:6][CH2:5]1, predict the reaction product. (8) Given the reactants [O:1]1[C:5]2[CH:6]=[CH:7][CH:8]=[CH:9][C:4]=2[C:3]([NH:10][C:11]([N:13]2[CH2:18][CH2:17][N:16]([C:19]3[S:23][N:22]=[C:21]([N:24]4[CH2:29][CH2:28][CH:27]([C:30]([OH:32])=O)[CH2:26][CH2:25]4)[N:20]=3)[CH2:15][CH2:14]2)=[O:12])=[N:2]1.O[N:34]1C2C=CC=CC=2N=N1.Cl.CN(C)CCCN=C=NCC.O.N, predict the reaction product. The product is: [NH2:34][C:30]([CH:27]1[CH2:26][CH2:25][N:24]([C:21]2[N:20]=[C:19]([N:16]3[CH2:17][CH2:18][N:13]([C:11]([NH:10][C:3]4[C:4]5[CH:9]=[CH:8][CH:7]=[CH:6][C:5]=5[O:1][N:2]=4)=[O:12])[CH2:14][CH2:15]3)[S:23][N:22]=2)[CH2:29][CH2:28]1)=[O:32].